This data is from Forward reaction prediction with 1.9M reactions from USPTO patents (1976-2016). The task is: Predict the product of the given reaction. (1) The product is: [CH3:1][N:2]1[C:6]([C:7]([F:8])([F:9])[F:10])=[CH:5][C:4]([O:11][C:12]2[CH:13]=[C:14]([CH:15]=[C:16]([O:18][C:19]3[CH:24]=[CH:23][CH:22]=[C:21]([C:25]([F:26])([F:27])[F:28])[CH:20]=3)[CH:17]=2)[NH2:29])=[N:3]1. Given the reactants [CH3:1][N:2]1[C:6]([C:7]([F:10])([F:9])[F:8])=[CH:5][C:4]([O:11][C:12]2[CH:13]=[C:14]([N+:29]([O-])=O)[CH:15]=[C:16]([O:18][C:19]3[CH:24]=[CH:23][CH:22]=[C:21]([C:25]([F:28])([F:27])[F:26])[CH:20]=3)[CH:17]=2)=[N:3]1.C([O-])=O.[NH4+], predict the reaction product. (2) Given the reactants C[O:2][C:3](=O)[C:4]1[CH:9]=[CH:8][CH:7]=[CH:6][C:5]=1[S:10][C:11]1[CH:16]=[CH:15][C:14]([Cl:17])=[CH:13][C:12]=1[NH2:18].C[Al](C)C.O.Cl, predict the reaction product. The product is: [Cl:17][C:14]1[CH:15]=[CH:16][C:11]2[S:10][C:5]3[CH:6]=[CH:7][CH:8]=[CH:9][C:4]=3[C:3](=[O:2])[NH:18][C:12]=2[CH:13]=1. (3) The product is: [F:40][C:39]([F:42])([F:41])[C:37]([OH:43])=[O:38].[NH:8]1[CH2:11][CH:10]([NH:12][C:13]2[CH:14]=[C:15]3[C:24](=[CH:25][C:26]=2[CH:27]2[CH2:32][CH2:31]2)[O:23][CH2:22][C:21]2[N:16]3[C@@H:17]([CH3:36])[C:18](=[O:35])[NH:19][N:20]=2)[CH2:9]1. Given the reactants C(OC([N:8]1[CH2:11][CH:10]([NH:12][C:13]2[CH:14]=[C:15]3[C:24](=[CH:25][C:26]=2[C:27]2[CH:32]=[CH:31]C(Cl)=CC=2Cl)[O:23][CH2:22][C:21]2[N:16]3[C@@H:17]([CH3:36])[C:18](=[O:35])[NH:19][N:20]=2)[CH2:9]1)=O)(C)(C)C.[C:37]([OH:43])([C:39]([F:42])([F:41])[F:40])=[O:38], predict the reaction product. (4) The product is: [CH2:1]([O:4][N:5]=[C:6]1[CH2:10][N:9]([C:11](=[O:13])[CH:27]([C:21]2[CH:22]=[CH:23][CH:24]=[CH:25][CH:26]=2)[C:31]2[CH:32]=[CH:33][CH:34]=[CH:35][CH:36]=2)[C@H:8]([C:18]([NH:46][C:45]2[C:40]3[C:41](=[N:37][S:38][N:39]=3)[CH:42]=[CH:43][CH:44]=2)=[O:20])[CH2:7]1)[CH:2]=[CH2:3]. Given the reactants [CH2:1]([O:4][N:5]=[C:6]1[CH2:10][N:9]([C:11]([O:13]C(C)(C)C)=O)[C@H:8]([C:18]([OH:20])=O)[CH2:7]1)[CH:2]=[CH2:3].[C:21]1([CH:27]([C:31]2[CH:36]=[CH:35][CH:34]=[CH:33][CH:32]=2)C(Cl)=O)[CH:26]=[CH:25][CH:24]=[CH:23][CH:22]=1.[N:37]1[S:38][N:39]=[C:40]2[C:45]([NH2:46])=[CH:44][CH:43]=[CH:42][C:41]=12, predict the reaction product. (5) The product is: [C:23](/[CH:25]=[CH:26]/[C:17]1[CH:18]=[CH:19][C:14]([CH2:13][N:4]([CH2:3][C:2]([CH3:22])([CH3:21])[CH3:1])[C:5]2[CH:10]=[CH:9][N:8]=[C:7]([C:11]#[N:12])[N:6]=2)=[CH:15][CH:16]=1)#[N:29]. Given the reactants [CH3:1][C:2]([CH3:22])([CH3:21])[CH2:3][N:4]([CH2:13][C:14]1[CH:19]=[CH:18][C:17](I)=[CH:16][CH:15]=1)[C:5]1[CH:10]=[CH:9][N:8]=[C:7]([C:11]#[N:12])[N:6]=1.[CH:23]([CH:25]=[CH2:26])=O.C([N:29](CC)CC)C.O, predict the reaction product. (6) Given the reactants [Br:1][C:2]1[CH:3]=[C:4]([N+:19]([O-])=O)[C:5]([C:8]2[CH:17]=[CH:16][C:11]([C:12]([O:14][CH3:15])=[O:13])=[C:10]([Cl:18])[CH:9]=2)=[N:6][CH:7]=1.C1(P(C2C=CC=CC=2)CCP(C2C=CC=CC=2)C2C=CC=CC=2)C=CC=CC=1, predict the reaction product. The product is: [Br:1][C:2]1[CH:7]=[N:6][C:5]2[C:8]3[CH:17]=[CH:16][C:11]([C:12]([O:14][CH3:15])=[O:13])=[C:10]([Cl:18])[C:9]=3[NH:19][C:4]=2[CH:3]=1. (7) The product is: [CH:1]1([N:6]2[C:15]3[N:14]=[C:13]([C:16]4[CH:21]=[CH:20][N+:19]([O-:35])=[CH:18][CH:17]=4)[N:12]=[CH:11][C:10]=3[N:9]3[CH:22]=[N:23][N:24]=[C:8]3[C@H:7]2[CH2:25][CH3:26])[CH2:2][CH2:3][CH2:4][CH2:5]1. Given the reactants [CH:1]1([N:6]2[C:15]3[N:14]=[C:13]([C:16]4[CH:21]=[CH:20][N:19]=[CH:18][CH:17]=4)[N:12]=[CH:11][C:10]=3[N:9]3[CH:22]=[N:23][N:24]=[C:8]3[C@H:7]2[CH2:25][CH3:26])[CH2:5][CH2:4][CH2:3][CH2:2]1.C1C=C(Cl)C=C(C(OO)=[O:35])C=1.[O-]S(S([O-])=O)=O.[Na+].[Na+], predict the reaction product.